This data is from Catalyst prediction with 721,799 reactions and 888 catalyst types from USPTO. The task is: Predict which catalyst facilitates the given reaction. (1) Reactant: [OH:1][CH2:2][C:3]1[CH:8]=[CH:7][C:6]([C:9]2[C:10]3[NH:14][C:13]([C:15]([C:50]4[C:55]([CH3:56])=[CH:54][C:53]([CH3:57])=[CH:52][C:51]=4[CH3:58])=[C:16]4[N:49]=[C:19]([C:20]([C:41]5[CH:46]=[CH:45][C:44]([CH2:47][OH:48])=[CH:43][CH:42]=5)=[C:21]5[NH:40][C:24](=[C:25]([C:31]6[C:36]([CH3:37])=[CH:35][C:34]([CH3:38])=[CH:33][C:32]=6[CH3:39])[C:26]6[CH:27]=[CH:28][C:29]=2[N:30]=6)[CH:23]=[CH:22]5)[CH:18]=[CH:17]4)=[CH:12][CH:11]=3)=[CH:5][CH:4]=1.[Cr](Cl)([O-])(=O)=O.[NH+]1C=CC=CC=1. Product: [CH:47]([C:44]1[CH:45]=[CH:46][C:41]([C:20]2[C:21]3[NH:40][C:24]([C:25]([C:31]4[C:32]([CH3:39])=[CH:33][C:34]([CH3:38])=[CH:35][C:36]=4[CH3:37])=[C:26]4[N:30]=[C:29]([C:9]([C:6]5[CH:7]=[CH:8][C:3]([CH:2]=[O:1])=[CH:4][CH:5]=5)=[C:10]5[NH:14][C:13](=[C:15]([C:50]6[C:51]([CH3:58])=[CH:52][C:53]([CH3:57])=[CH:54][C:55]=6[CH3:56])[C:16]6[CH:17]=[CH:18][C:19]=2[N:49]=6)[CH:12]=[CH:11]5)[CH:28]=[CH:27]4)=[CH:23][CH:22]=3)=[CH:42][CH:43]=1)=[O:48]. The catalyst class is: 366. (2) Reactant: F[B-](F)(F)F.[CH2:6]([S+](C1C=CC=CC=1)C1C=CC=CC=1)[CH3:7].[Li+].CC([N-]C(C)C)C.[CH3:29][O:30][C:31]1[CH:36]=[CH:35][C:34]([C@@H:37]2[N:41]3[C:42](=[O:45])[CH:43]=[CH:44][C@H:40]3[CH2:39][O:38]2)=[CH:33][CH:32]=1. Product: [CH3:29][O:30][C:31]1[CH:32]=[CH:33][C:34]([C@@H:37]2[N:41]3[C:42](=[O:45])[C@@H:43]4[C@@H:6]([CH3:7])[C@@H:44]4[C@H:40]3[CH2:39][O:38]2)=[CH:35][CH:36]=1. The catalyst class is: 1. (3) Product: [N:23]1[NH:25][N:26]=[N:27][C:22]=1[C:19]1[CH:20]=[C:21]2[C:16]([CH2:15][CH2:14][N:13]2[C:12]2[C:6]3[CH2:5][N:4]([C:1](=[O:3])[CH3:2])[CH2:9][CH2:8][C:7]=3[N:10]([CH3:24])[N:11]=2)=[CH:17][CH:18]=1. The catalyst class is: 3. Reactant: [C:1]([N:4]1[CH2:9][CH2:8][C:7]2[N:10]([CH3:24])[N:11]=[C:12]([N:13]3[C:21]4[C:16](=[CH:17][CH:18]=[C:19]([C:22]#[N:23])[CH:20]=4)[CH2:15][CH2:14]3)[C:6]=2[CH2:5]1)(=[O:3])[CH3:2].[N-:25]=[N+:26]=[N-:27]. (4) Product: [CH:1]1([CH2:6][C@H:7]([N:11]2[CH2:19][C:18]3[C:13](=[CH:14][CH:15]=[CH:16][CH:17]=3)[C:12]2=[O:20])[C:8]([NH:30][C:27]2[CH:28]=[CH:29][N:25]([CH2:24][C:23]([O:22][CH3:21])([CH3:31])[CH3:32])[N:26]=2)=[O:10])[CH2:2][CH2:3][CH2:4][CH2:5]1. Reactant: [CH:1]1([CH2:6][C@H:7]([N:11]2[CH2:19][C:18]3[C:13](=[CH:14][CH:15]=[CH:16][CH:17]=3)[C:12]2=[O:20])[C:8]([OH:10])=O)[CH2:5][CH2:4][CH2:3][CH2:2]1.[CH3:21][O:22][C:23]([CH3:32])([CH3:31])[CH2:24][N:25]1[CH:29]=[CH:28][C:27]([NH2:30])=[N:26]1.F[P-](F)(F)(F)(F)F.N1(O[P+](N(C)C)(N(C)C)N(C)C)C2C=CC=CC=2N=N1.C(N(CC)C(C)C)(C)C. The catalyst class is: 2. (5) Reactant: [OH:1][CH2:2][CH2:3][CH2:4][N:5]1[CH:10]=[CH:9][C:8](=[O:11])[CH:7]=[CH:6]1.N(C(N1CCCCC1)=O)=NC(N1CCCCC1)=O.[Cl:30][C:31]1[CH:50]=[CH:49][C:34]([NH:35][C:36]2[C:45]3[C:40](=[CH:41][C:42](O)=[C:43]([O:46][CH3:47])[CH:44]=3)[N:39]=[CH:38][N:37]=2)=[C:33]([F:51])[CH:32]=1.C(P(CCCC)CCCC)CCC. Product: [Cl:30][C:31]1[CH:50]=[CH:49][C:34]([NH:35][C:36]2[C:45]3[C:40](=[CH:41][C:42]([O:1][CH2:2][CH2:3][CH2:4][N:5]4[CH:6]=[CH:7][C:8](=[O:11])[CH:9]=[CH:10]4)=[C:43]([O:46][CH3:47])[CH:44]=3)[N:39]=[CH:38][N:37]=2)=[C:33]([F:51])[CH:32]=1. The catalyst class is: 2.